This data is from Reaction yield outcomes from USPTO patents with 853,638 reactions. The task is: Predict the reaction yield, written as a fraction of the theoretical maximum amount of product (1.0 means a 100% yield; for example, 0.34 means a 34% yield). The reactants are [CH:1]1([O:6][C:7]2[N:14]=[C:13]([O:15][C:16]3[CH:21]=[CH:20][C:19]([B:22]4[O:26]C(C)(C)C(C)(C)[O:23]4)=[C:18]([CH:31]=O)[CH:17]=3)[CH:12]=[CH:11][C:8]=2[C:9]#[N:10])[CH2:5][CH2:4][CH2:3][CH2:2]1.[BH4-].[Na+].Cl. The catalyst is CO. The product is [CH:1]1([O:6][C:7]2[N:14]=[C:13]([O:15][C:16]3[CH:21]=[CH:20][C:19]4[B:22]([OH:26])[O:23][CH2:31][C:18]=4[CH:17]=3)[CH:12]=[CH:11][C:8]=2[C:9]#[N:10])[CH2:2][CH2:3][CH2:4][CH2:5]1. The yield is 0.560.